Dataset: Cav3 T-type calcium channel HTS with 100,875 compounds. Task: Binary Classification. Given a drug SMILES string, predict its activity (active/inactive) in a high-throughput screening assay against a specified biological target. (1) The molecule is S(c1oc(nn1)Cn1c2c(nc1)cccc2)CC(=O)Nc1cc(ccc1)C. The result is 0 (inactive). (2) The compound is OC1Cn2c(=NC1)cc(cc2)C. The result is 0 (inactive).